Dataset: Catalyst prediction with 721,799 reactions and 888 catalyst types from USPTO. Task: Predict which catalyst facilitates the given reaction. (1) Reactant: Cl.[F:2][C:3]1[C:8]([C:9]2[C:10](=[O:16])[NH:11][C:12](=[O:15])[NH:13][CH:14]=2)=[CH:7][CH:6]=[C:5]([CH3:17])[N:4]=1.C([O-])([O-])=O.[K+].[K+].Br[CH2:25][CH2:26][CH:27]([O:30][CH3:31])[O:28][CH3:29]. Product: [CH3:29][O:28][CH:27]([O:30][CH3:31])[CH2:26][CH2:25][N:13]1[CH:14]=[C:9]([C:8]2[C:3]([F:2])=[N:4][C:5]([CH3:17])=[CH:6][CH:7]=2)[C:10](=[O:16])[NH:11][C:12]1=[O:15]. The catalyst class is: 3. (2) Reactant: [CH3:1][O:2][C:3]1[C:8]([CH3:9])=[C:7]([O:10][CH3:11])[N:6]=[CH:5][N:4]=1.[Br:12]N1C(=O)CCC1=O. Product: [Br:12][CH2:9][C:8]1[C:7]([O:10][CH3:11])=[N:6][CH:5]=[N:4][C:3]=1[O:2][CH3:1]. The catalyst class is: 53. (3) Reactant: Cl.[CH3:2][N:3]1[CH2:8][CH2:7][CH:6]([C:9]([OH:11])=O)[CH2:5][CH2:4]1.C(N(C(C)C)C(C)C)C.F[B-](F)(F)F.N1(OC(N(C)C)=[N+](C)C)C2C=CC=CC=2N=N1.Cl.CN(C)CCCN=C=NCC.[CH3:55][O:56][C:57]1[CH:75]=[CH:74][CH:73]=[CH:72][C:58]=1[CH2:59][NH:60][C:61]1[CH:70]=[CH:69][C:68]2[C:63](=[CH:64][CH:65]=[C:66]([NH2:71])[CH:67]=2)[N:62]=1.C(=O)(O)[O-].[Na+]. Product: [CH3:55][O:56][C:57]1[CH:75]=[CH:74][CH:73]=[CH:72][C:58]=1[CH2:59][NH:60][C:61]1[CH:70]=[CH:69][C:68]2[C:63](=[CH:64][CH:65]=[C:66]([NH:71][C:9]([CH:6]3[CH2:5][CH2:4][N:3]([CH3:2])[CH2:8][CH2:7]3)=[O:11])[CH:67]=2)[N:62]=1. The catalyst class is: 7. (4) Reactant: [OH:1][C:2]([C:4](F)(F)F)=O.[NH2:8][C:9](=[NH:42])[N:10]1[CH2:14][C@@H:13]([C:15]2[CH:20]=[CH:19][C:18]([Cl:21])=[CH:17][CH:16]=2)[C@H:12]([C:22]([N:24]2[CH2:28][CH2:27][C@H:26]([N:29]([C@H:35]3[CH2:40][CH2:39][C@@H:38]([CH3:41])[CH2:37][CH2:36]3)[C:30](=[O:34])[CH:31]([CH3:33])[CH3:32])[CH2:25]2)=[O:23])[CH2:11]1.C(OC(=O)C)(=O)C. Product: [C:2]([NH:42][C:9](=[NH:8])[N:10]1[CH2:14][C@@H:13]([C:15]2[CH:20]=[CH:19][C:18]([Cl:21])=[CH:17][CH:16]=2)[C@H:12]([C:22]([N:24]2[CH2:28][CH2:27][C@H:26]([N:29]([C@H:35]3[CH2:36][CH2:37][C@@H:38]([CH3:41])[CH2:39][CH2:40]3)[C:30](=[O:34])[CH:31]([CH3:33])[CH3:32])[CH2:25]2)=[O:23])[CH2:11]1)(=[O:1])[CH3:4]. The catalyst class is: 2. (5) Product: [C:18]1([C:15]2[N:14]=[C:13]([N:1]3[CH2:2][CH2:3][CH:4]([C:5]([O:7][CH2:8][CH3:9])=[O:6])[CH2:10][CH2:11]3)[S:17][N:16]=2)[CH:19]=[CH:20][CH:21]=[CH:22][CH:23]=1. The catalyst class is: 9. Reactant: [NH:1]1[CH2:11][CH2:10][CH:4]([C:5]([O:7][CH2:8][CH3:9])=[O:6])[CH2:3][CH2:2]1.Cl[C:13]1[S:17][N:16]=[C:15]([C:18]2[CH:23]=[CH:22][CH:21]=[CH:20][CH:19]=2)[N:14]=1.C(N(CC)CC)C.O. (6) Reactant: [I-:1].[C:2]([C:5]1[CH:6]=[CH:7][C:8]([O:24][CH3:25])=[C:9]([S+:11]2[C:15]3[CH:16]=[CH:17][CH:18]=[CH:19][C:14]=3[C:13]3[CH:20]=[CH:21][CH:22]=[CH:23][C:12]2=3)[CH:10]=1)([OH:4])=[O:3].C(=O)([O-])[O-].[Cs+].[Cs+].Br[CH2:33][C:34]([O:36][C:37]1([CH2:42][CH3:43])[CH2:41][CH2:40][CH2:39][CH2:38]1)=[O:35]. Product: [I-:1].[CH2:42]([C:37]1([O:36][C:34](=[O:35])[CH2:33][O:3][C:2]([C:5]2[CH:6]=[CH:7][C:8]([O:24][CH3:25])=[C:9]([S+:11]3[C:12]4[CH:23]=[CH:22][CH:21]=[CH:20][C:13]=4[C:14]4[CH:19]=[CH:18][CH:17]=[CH:16][C:15]3=4)[CH:10]=2)=[O:4])[CH2:41][CH2:40][CH2:39][CH2:38]1)[CH3:43]. The catalyst class is: 35. (7) Reactant: [CH:1]([C:3]1[CH:4]=[C:5]([C:9]2[CH:14]=[CH:13][CH:12]=[CH:11][C:10]=2[O:15][C:16]([F:19])([F:18])[F:17])[CH:6]=[CH:7][CH:8]=1)=O.[O:20]1[CH2:24][C:23](=[O:25])[NH:22][C:21]1=[O:26].N1CCCCC1.C(O)(=O)C1C=CC=CC=1. Product: [F:17][C:16]([F:19])([F:18])[O:15][C:10]1[CH:11]=[CH:12][CH:13]=[CH:14][C:9]=1[C:5]1[CH:6]=[CH:7][CH:8]=[C:3](/[CH:1]=[C:24]2/[C:23](=[O:25])[NH:22][C:21](=[O:26])[O:20]/2)[CH:4]=1. The catalyst class is: 11. (8) Reactant: Br[C:2]1[CH:3]=[C:4]2[C:8](=[CH:9][C:10]=1[N+:11]([O-:13])=[O:12])[N:7]([CH2:14][O:15][CH2:16][CH2:17][Si:18]([CH3:21])([CH3:20])[CH3:19])[N:6]=[CH:5]2.CC1(C)C(C)(C)OB([C:30]2[CH:31]=[CH:32][C:33]([C:36]#[N:37])=[N:34][CH:35]=2)O1.C(Cl)Cl.C([O-])([O-])=O.[K+].[K+]. Product: [N+:11]([C:10]1[CH:9]=[C:8]2[C:4]([CH:5]=[N:6][N:7]2[CH2:14][O:15][CH2:16][CH2:17][Si:18]([CH3:21])([CH3:20])[CH3:19])=[CH:3][C:2]=1[C:30]1[CH:31]=[CH:32][C:33]([C:36]#[N:37])=[N:34][CH:35]=1)([O-:13])=[O:12]. The catalyst class is: 39.